Dataset: Catalyst prediction with 721,799 reactions and 888 catalyst types from USPTO. Task: Predict which catalyst facilitates the given reaction. Reactant: [CH2:1]([O:3][C:4](=[O:12])[CH2:5][CH:6]1[CH2:11][CH2:10][NH:9][CH2:8][CH2:7]1)[CH3:2].[C:13](N1C=CN=C1)([N:15]1[CH:19]=[CH:18][N:17]=[CH:16]1)=[O:14]. Product: [CH2:1]([O:3][C:4](=[O:12])[CH2:5][CH:6]1[CH2:11][CH2:10][N:9]([C:13]([N:15]2[CH:19]=[CH:18][N:17]=[CH:16]2)=[O:14])[CH2:8][CH2:7]1)[CH3:2]. The catalyst class is: 9.